The task is: Predict the reaction yield, written as a fraction of the theoretical maximum amount of product (1.0 means a 100% yield; for example, 0.34 means a 34% yield).. This data is from Reaction yield outcomes from USPTO patents with 853,638 reactions. (1) The reactants are [Cl:1][C:2]1[C:3]([O:12][C:13]2[CH:18]=[C:17]([O:19][CH2:20][CH:21]3[CH2:25][CH2:24][CH2:23][O:22]3)[CH:16]=[CH:15][C:14]=2[CH2:26][CH2:27][C:28](OCC)=[O:29])=[N:4][CH:5]=[C:6]([C:8]([F:11])([F:10])[F:9])[CH:7]=1.[H-].C([Al+]CC(C)C)C(C)C.CO.O. The catalyst is C(OCC)C.C1(C)C=CC=CC=1. The product is [Cl:1][C:2]1[C:3]([O:12][C:13]2[CH:18]=[C:17]([O:19][CH2:20][CH:21]3[CH2:25][CH2:24][CH2:23][O:22]3)[CH:16]=[CH:15][C:14]=2[CH2:26][CH2:27][CH2:28][OH:29])=[N:4][CH:5]=[C:6]([C:8]([F:11])([F:10])[F:9])[CH:7]=1. The yield is 0.730. (2) The reactants are C[Si]([C:5]#[CH:6])(C)C.C([Li])CCC.[CH3:12][C:13]1([CH3:25])[C:22]2[C:17](=[C:18]([CH:23]=[O:24])[CH:19]=[CH:20][CH:21]=2)[O:16][CH2:15][CH2:14]1.[Cl-].[NH4+]. The catalyst is C1COCC1. The product is [C:5]([CH:23]([C:18]1[CH:19]=[CH:20][CH:21]=[C:22]2[C:17]=1[O:16][CH2:15][CH2:14][C:13]2([CH3:25])[CH3:12])[OH:24])#[CH:6]. The yield is 1.00. (3) The reactants are [CH2:1]1[C:4]2([CH2:9][CH2:8][N:7]([C:10]([O:12][C:13]([CH3:16])([CH3:15])[CH3:14])=[O:11])[CH2:6][CH2:5]2)[CH2:3][NH:2]1.N1C=CC=CC=1.[Cl:23][C:24](Cl)([O:26]C(=O)OC(Cl)(Cl)Cl)Cl. The catalyst is ClCCl. The product is [Cl:23][C:24]([N:2]1[CH2:3][C:4]2([CH2:5][CH2:6][N:7]([C:10]([O:12][C:13]([CH3:16])([CH3:15])[CH3:14])=[O:11])[CH2:8][CH2:9]2)[CH2:1]1)=[O:26]. The yield is 0.720. (4) The reactants are [O:1]=[C:2]1[CH2:6][CH2:5][CH2:4][CH:3]1[C:7]([O:9][CH2:10][CH3:11])=[O:8].C(O)[C:13]1[CH:18]=[CH:17]C=[CH:15][CH:14]=1. No catalyst specified. The product is [O:1]=[C:2]1[CH2:6][CH2:5][CH2:4][CH:3]1[C:7]([O:9][CH2:10][C:11]1[CH:17]=[CH:18][CH:13]=[CH:14][CH:15]=1)=[O:8]. The yield is 0.930. (5) The reactants are [CH:1]1([C:7]2([CH3:16])[N:11]([CH2:12][CH3:13])[C:10](=[O:14])[NH:9][C:8]2=[O:15])[CH2:6][CH2:5][CH2:4][CH2:3][CH2:2]1.[H-].[Na+].Br[CH2:20][C:21]([C:23]1[CH:28]=[CH:27][CH:26]=[CH:25][CH:24]=1)=[O:22]. The catalyst is CN(C=O)C. The product is [CH:1]1([C:7]2([CH3:16])[N:11]([CH2:12][CH3:13])[C:10](=[O:14])[N:9]([CH2:20][C:21](=[O:22])[C:23]3[CH:28]=[CH:27][CH:26]=[CH:25][CH:24]=3)[C:8]2=[O:15])[CH2:2][CH2:3][CH2:4][CH2:5][CH2:6]1. The yield is 0.330.